Dataset: Reaction yield outcomes from USPTO patents with 853,638 reactions. Task: Predict the reaction yield, written as a fraction of the theoretical maximum amount of product (1.0 means a 100% yield; for example, 0.34 means a 34% yield). (1) The reactants are [F:1][C:2]1[C:10]2[O:9][CH:8]([CH2:11][OH:12])[CH2:7][C:6]=2[CH:5]=[C:4]([Br:13])[CH:3]=1.[C:14]1([CH3:24])[CH:19]=[CH:18][C:17]([S:20](Cl)(=[O:22])=[O:21])=[CH:16][CH:15]=1.CC1C=CC(S(OCC2CC3C(C(F)(F)F)=CC=C(Cl)C=3O2)(=O)=O)=CC=1. No catalyst specified. The product is [CH3:24][C:14]1[CH:19]=[CH:18][C:17]([S:20]([O:12][CH2:11][CH:8]2[CH2:7][C:6]3[CH:5]=[C:4]([Br:13])[CH:3]=[C:2]([F:1])[C:10]=3[O:9]2)(=[O:22])=[O:21])=[CH:16][CH:15]=1. The yield is 0.750. (2) The reactants are [N:1]1([CH:7]=[CH:8][C:9]([O:11][CH2:12][CH3:13])=[O:10])[CH2:6][CH2:5][CH2:4][CH2:3][CH2:2]1.[F:14][CH:15]([F:19])[C:16](F)=[O:17].C(N(CC)CC)C. The catalyst is C1(C)C=CC=CC=1. The product is [F:14][CH:15]([F:19])[C:16](=[O:17])[C:8](=[CH:7][N:1]1[CH2:6][CH2:5][CH2:4][CH2:3][CH2:2]1)[C:9]([O:11][CH2:12][CH3:13])=[O:10]. The yield is 0.855. (3) The reactants are [H-].C([Al+]CC(C)C)C(C)C.[C:11]1([CH:17]([N:23]2[CH:27]=[C:26]([C:28]3[C:29]4[CH:36]=[CH:35][N:34]([CH2:37][O:38][CH2:39][CH2:40][Si:41]([CH3:44])([CH3:43])[CH3:42])[C:30]=4[N:31]=[CH:32][N:33]=3)[CH:25]=[N:24]2)[CH2:18][C:19](OC)=[O:20])[CH:16]=[CH:15][CH:14]=[CH:13][CH:12]=1.C(Cl)Cl. The catalyst is CCCCCC. The product is [C:11]1([CH:17]([N:23]2[CH:27]=[C:26]([C:28]3[C:29]4[CH:36]=[CH:35][N:34]([CH2:37][O:38][CH2:39][CH2:40][Si:41]([CH3:42])([CH3:44])[CH3:43])[C:30]=4[N:31]=[CH:32][N:33]=3)[CH:25]=[N:24]2)[CH2:18][CH2:19][OH:20])[CH:16]=[CH:15][CH:14]=[CH:13][CH:12]=1. The yield is 0.920.